Task: Predict which catalyst facilitates the given reaction.. Dataset: Catalyst prediction with 721,799 reactions and 888 catalyst types from USPTO Reactant: Cl.[NH2:2][C:3]1([CH3:22])[CH2:7][CH2:6][CH2:5][CH:4]1[NH:8][C:9](=[O:21])[C:10]1[CH:15]=[CH:14][CH:13]=[CH:12][C:11]=1[N:16]1[N:20]=[CH:19][CH:18]=[N:17]1.Cl[C:24]1[CH:29]=[N:28][C:27]([C:30]([F:33])([F:32])[F:31])=[CH:26][N:25]=1.CCN(C(C)C)C(C)C. Product: [CH3:22][C:3]1([NH:2][C:24]2[CH:29]=[N:28][C:27]([C:30]([F:33])([F:32])[F:31])=[CH:26][N:25]=2)[CH2:7][CH2:6][CH2:5][CH:4]1[NH:8][C:9](=[O:21])[C:10]1[CH:15]=[CH:14][CH:13]=[CH:12][C:11]=1[N:16]1[N:17]=[CH:18][CH:19]=[N:20]1. The catalyst class is: 16.